This data is from Forward reaction prediction with 1.9M reactions from USPTO patents (1976-2016). The task is: Predict the product of the given reaction. (1) Given the reactants [Cl-].[Cl:2][C:3]1[CH:8]=[CH:7][C:6]([C:9]([C:12]2[N:16]([C:17]3[CH:22]=[CH:21][C:20]([F:23])=[CH:19][CH:18]=3)[C:15]([S:24][CH2:25][C:26]3[C:31]([F:32])=[CH:30][C:29]([S:33]([NH:36][CH2:37][CH2:38][CH2:39][N+:40]([CH3:43])([CH3:42])[CH3:41])(=[O:35])=[O:34])=[CH:28][C:27]=3[F:44])=[N:14][CH:13]=2)([CH3:11])[CH3:10])=[CH:5][C:4]=1[O:45][CH3:46].[C:47]([O-:50])([O-])=[O:48].[K+].[K+], predict the reaction product. The product is: [Cl-:2].[C:47]([C:3]1[CH:8]=[CH:7][C:6]([CH2:9][N:36]([CH2:37][CH2:38][CH2:39][N+:40]([CH3:41])([CH3:43])[CH3:42])[S:33]([C:29]2[CH:28]=[C:27]([F:44])[C:26]([CH2:25][S:24][C:15]3[N:16]([C:17]4[CH:22]=[CH:21][C:20]([F:23])=[CH:19][CH:18]=4)[C:12]([C:9]([C:6]4[CH:7]=[CH:8][C:3]([Cl:2])=[C:4]([O:45][CH3:46])[CH:5]=4)([CH3:10])[CH3:11])=[CH:13][N:14]=3)=[C:31]([F:32])[CH:30]=2)(=[O:35])=[O:34])=[CH:5][CH:4]=1)([OH:50])=[O:48]. (2) Given the reactants [OH:1]OS([O-])=O.[K+].[Br:7][C:8]1[CH:13]=[CH:12][C:11]([S:14][CH3:15])=[C:10]([F:16])[CH:9]=1.[OH2:17], predict the reaction product. The product is: [Br:7][C:8]1[CH:13]=[CH:12][C:11]([S:14]([CH3:15])(=[O:1])=[O:17])=[C:10]([F:16])[CH:9]=1. (3) Given the reactants [O:1]([C:8]1[CH:13]=[CH:12][C:11](O)=[CH:10][CH:9]=1)[C:2]1[CH:7]=[CH:6][CH:5]=[CH:4][CH:3]=1.[Cl:15][C:16]1C=C([C@@H](O)CC)C=CC=1.[C:39]1(P([C:39]2[CH:44]=[CH:43][CH:42]=[CH:41][CH:40]=2)[C:39]2[CH:44]=[CH:43][CH:42]=[CH:41][CH:40]=2)[CH:44]=[CH:43][CH:42]=[CH:41][CH:40]=1.N(C([O:54][CH2:55][CH3:56])=O)=NC(OCC)=O, predict the reaction product. The product is: [Cl:15][CH2:16][CH2:56][C@H:55]([O:54][C:2]1([O:1][C:8]2[CH:13]=[CH:12][CH:11]=[CH:10][CH:9]=2)[CH:7]=[CH:6][CH:5]=[CH:4][CH2:3]1)[C:39]1[CH:40]=[CH:41][CH:42]=[CH:43][CH:44]=1. (4) Given the reactants [H-].[Na+].Cl[CH2:4][CH2:5][CH2:6][C:7]([NH:9][N:10]1[CH2:15][CH2:14][CH2:13][CH2:12][CH2:11]1)=[O:8].O, predict the reaction product. The product is: [N:10]1([N:9]2[CH2:4][CH2:5][CH2:6][C:7]2=[O:8])[CH2:15][CH2:14][CH2:13][CH2:12][CH2:11]1.